Task: Predict the product of the given reaction.. Dataset: Forward reaction prediction with 1.9M reactions from USPTO patents (1976-2016) (1) Given the reactants Br[C:2]1(C=O)[CH:7]=[N:6][C:5]([Br:8])=[CH:4][NH:3]1.[C:11]([O-:14])([O-])=O.[K+].[K+].[CH2:17]([NH:19][CH:20]1[CH2:25][CH2:24][CH2:23][CH2:22][CH2:21]1)[CH3:18], predict the reaction product. The product is: [Br:8][C:5]1[N:6]=[C:7]([CH:11]=[O:14])[C:2]([N:19]([CH:20]2[CH2:25][CH2:24][CH2:23][CH2:22][CH2:21]2)[CH2:17][CH3:18])=[N:3][CH:4]=1. (2) The product is: [C:11]([O:15][C:16]([NH:1][CH:2]1[CH2:7][CH2:6][CH2:5][CH:4]([C:8]([OH:10])=[O:9])[CH2:3]1)=[O:17])([CH3:14])([CH3:13])[CH3:12]. Given the reactants [NH2:1][CH:2]1[CH2:7][CH2:6][CH2:5][CH:4]([C:8]([OH:10])=[O:9])[CH2:3]1.[C:11]([O:15][C:16](O[C:16]([O:15][C:11]([CH3:14])([CH3:13])[CH3:12])=[O:17])=[O:17])([CH3:14])([CH3:13])[CH3:12].Cl, predict the reaction product. (3) The product is: [C:1]1([C:10]2[CH:15]=[CH:14][CH:13]=[CH:12][CH:11]=2)[CH:6]=[CH:5][CH:4]=[CH:3][C:2]=1[C:7]1[O:9][C:49]([C:50]2[CH:55]=[CH:54][CH:53]=[CH:52][CH:51]=2)=[N:57][N:58]=1. Given the reactants [C:1]1([C:10]2[CH:15]=[CH:14][CH:13]=[CH:12][CH:11]=2)[C:2]([C:7]([OH:9])=O)=[CH:3][CH:4]=[CH:5][CH:6]=1.C(N(C(C)C)CC)(C)C.F[P-](F)(F)(F)(F)F.N1(OC(N(C)C)=[N+](C)C)C2N=CC=CC=2N=N1.[C:49]([NH:57][NH2:58])(=O)[C:50]1[CH:55]=[CH:54][CH:53]=[CH:52][CH:51]=1.CC1C=CC(S(Cl)(=O)=O)=CC=1.[OH-].[NH4+], predict the reaction product. (4) Given the reactants [CH3:1][N:2]1[C:7]2[N:8]=[C:9](S(C)(=O)=O)[N:10]=[CH:11][C:6]=2[CH:5]=[CH:4][C:3]1=[O:16].[CH2:17]([NH2:19])[CH3:18], predict the reaction product. The product is: [CH2:17]([NH:19][C:9]1[N:10]=[CH:11][C:6]2[CH:5]=[CH:4][C:3](=[O:16])[N:2]([CH3:1])[C:7]=2[N:8]=1)[CH3:18]. (5) Given the reactants [OH:1][CH:2]1[CH2:7][CH2:6][CH:5]([C:8]([O:10][CH2:11][CH3:12])=[O:9])[CH2:4][CH2:3]1.N1C=CN=C1.Cl[Si:19]([CH3:22])([CH3:21])[CH3:20], predict the reaction product. The product is: [CH3:20][Si:19]([CH3:22])([CH3:21])[O:1][CH:2]1[CH2:3][CH2:4][CH:5]([C:8]([O:10][CH2:11][CH3:12])=[O:9])[CH2:6][CH2:7]1. (6) Given the reactants [F:1][C:2]1[C:7]([C:8](O)=[O:9])=[C:6]([CH3:11])[C:5]([N+:12]([O-:14])=[O:13])=[CH:4][CH:3]=1, predict the reaction product. The product is: [F:1][C:2]1[C:7]([CH2:8][OH:9])=[C:6]([CH3:11])[C:5]([N+:12]([O-:14])=[O:13])=[CH:4][CH:3]=1. (7) Given the reactants Cl.[NH2:2][CH:3]1[CH2:8][CH2:7][CH2:6][NH:5][C:4]1=[O:9].C([O-])([O-])=O.[K+].[K+].[CH3:16][C:17]1[CH:25]=[CH:24][C:20]([C:21](Cl)=[O:22])=[CH:19][CH:18]=1, predict the reaction product. The product is: [CH3:16][C:17]1[CH:25]=[CH:24][C:20]([C:21]([NH:2][CH:3]2[CH2:8][CH2:7][CH2:6][NH:5][C:4]2=[O:9])=[O:22])=[CH:19][CH:18]=1. (8) Given the reactants [NH2:1][C:2]1[CH:7]=[CH:6][C:5]([C:8]2[CH:9]=[CH:10][C:11]3[O:17][CH2:16][CH2:15][N:14]([C:18]([O:20][C:21]([CH3:24])([CH3:23])[CH3:22])=[O:19])[CH2:13][C:12]=3[CH:25]=2)=[CH:4][C:3]=1[N+:26]([O-])=O.C(OCC)(=O)C, predict the reaction product. The product is: [NH2:26][C:3]1[CH:4]=[C:5]([C:8]2[CH:9]=[CH:10][C:11]3[O:17][CH2:16][CH2:15][N:14]([C:18]([O:20][C:21]([CH3:23])([CH3:22])[CH3:24])=[O:19])[CH2:13][C:12]=3[CH:25]=2)[CH:6]=[CH:7][C:2]=1[NH2:1].